Regression. Given two drug SMILES strings and cell line genomic features, predict the synergy score measuring deviation from expected non-interaction effect. From a dataset of NCI-60 drug combinations with 297,098 pairs across 59 cell lines. (1) Drug 1: CC1=C(C=C(C=C1)C(=O)NC2=CC(=CC(=C2)C(F)(F)F)N3C=C(N=C3)C)NC4=NC=CC(=N4)C5=CN=CC=C5. Drug 2: C1CN(CCN1C(=O)CCBr)C(=O)CCBr. Cell line: SNB-19. Synergy scores: CSS=28.1, Synergy_ZIP=-4.03, Synergy_Bliss=1.58, Synergy_Loewe=3.62, Synergy_HSA=3.66. (2) Drug 1: C1=C(C(=O)NC(=O)N1)N(CCCl)CCCl. Drug 2: B(C(CC(C)C)NC(=O)C(CC1=CC=CC=C1)NC(=O)C2=NC=CN=C2)(O)O. Cell line: OVCAR-5. Synergy scores: CSS=3.40, Synergy_ZIP=-3.12, Synergy_Bliss=-2.45, Synergy_Loewe=-2.62, Synergy_HSA=-2.65. (3) Drug 1: CCCS(=O)(=O)NC1=C(C(=C(C=C1)F)C(=O)C2=CNC3=C2C=C(C=N3)C4=CC=C(C=C4)Cl)F. Drug 2: CC1=CC=C(C=C1)C2=CC(=NN2C3=CC=C(C=C3)S(=O)(=O)N)C(F)(F)F. Cell line: UACC62. Synergy scores: CSS=50.3, Synergy_ZIP=9.76, Synergy_Bliss=9.73, Synergy_Loewe=-13.7, Synergy_HSA=9.09. (4) Drug 1: CC12CCC3C(C1CCC2=O)CC(=C)C4=CC(=O)C=CC34C. Drug 2: CC1OCC2C(O1)C(C(C(O2)OC3C4COC(=O)C4C(C5=CC6=C(C=C35)OCO6)C7=CC(=C(C(=C7)OC)O)OC)O)O. Cell line: UO-31. Synergy scores: CSS=44.3, Synergy_ZIP=-0.566, Synergy_Bliss=1.34, Synergy_Loewe=3.71, Synergy_HSA=4.24. (5) Drug 1: CC(C)(C#N)C1=CC(=CC(=C1)CN2C=NC=N2)C(C)(C)C#N. Drug 2: C1CNP(=O)(OC1)N(CCCl)CCCl. Cell line: MDA-MB-231. Synergy scores: CSS=-0.254, Synergy_ZIP=-1.09, Synergy_Bliss=-2.26, Synergy_Loewe=-4.55, Synergy_HSA=-2.90. (6) Drug 1: C1CN1P(=S)(N2CC2)N3CC3. Drug 2: C1CN(CCN1C(=O)CCBr)C(=O)CCBr. Cell line: HCT116. Synergy scores: CSS=40.9, Synergy_ZIP=-7.75, Synergy_Bliss=-2.95, Synergy_Loewe=-5.09, Synergy_HSA=-0.0666. (7) Drug 1: CC(C)(C1=NC(=CC=C1)N2C3=NC(=NC=C3C(=O)N2CC=C)NC4=CC=C(C=C4)N5CCN(CC5)C)O. Drug 2: CC1CCC2CC(C(=CC=CC=CC(CC(C(=O)C(C(C(=CC(C(=O)CC(OC(=O)C3CCCCN3C(=O)C(=O)C1(O2)O)C(C)CC4CCC(C(C4)OC)OP(=O)(C)C)C)C)O)OC)C)C)C)OC. Cell line: SK-OV-3. Synergy scores: CSS=53.2, Synergy_ZIP=12.6, Synergy_Bliss=13.1, Synergy_Loewe=17.4, Synergy_HSA=18.7.